This data is from Full USPTO retrosynthesis dataset with 1.9M reactions from patents (1976-2016). The task is: Predict the reactants needed to synthesize the given product. Given the product [C:29](=[O:30])([O:28][C:25]([CH3:27])([CH3:26])[CH3:24])[O:20][C:19]1[C:14]([CH2:7][CH2:8][CH2:9][CH2:10][CH2:11][CH2:12][CH3:13])=[C:15]([CH3:23])[N:16]=[C:17]([CH3:22])[C:18]=1[I:21], predict the reactants needed to synthesize it. The reactants are: CC([O-])(C)C.[K+].[CH2:7]([C:14]1[C:19](=[O:20])[C:18]([I:21])=[C:17]([CH3:22])[NH:16][C:15]=1[CH3:23])[CH2:8][CH2:9][CH2:10][CH2:11][CH2:12][CH3:13].[CH3:24][C:25]([O:28][C:29](O[C:29]([O:28][C:25]([CH3:27])([CH3:26])[CH3:24])=[O:30])=[O:30])([CH3:27])[CH3:26].